From a dataset of Reaction yield outcomes from USPTO patents with 853,638 reactions. Predict the reaction yield, written as a fraction of the theoretical maximum amount of product (1.0 means a 100% yield; for example, 0.34 means a 34% yield). (1) The reactants are [Na].[C:2]([O:8][CH3:9])(=[O:7])[CH2:3][C:4]([CH3:6])=[O:5].Br[CH2:11][C:12]1[CH:17]=[CH:16][CH:15]=[C:14]([CH2:18][O:19][CH3:20])[CH:13]=1. The product is [CH3:20][O:19][CH2:18][C:14]1[CH:13]=[C:12]([CH:17]=[CH:16][CH:15]=1)[CH2:11][CH:3]([C:4](=[O:5])[CH3:6])[C:2]([O:8][CH3:9])=[O:7]. The catalyst is CO. The yield is 0.850. (2) The product is [ClH:42].[CH3:33][N:13]([CH2:12][CH2:11][CH2:10][NH:2][CH3:1])[C:14]1[C:22]2[O:21][CH:20]=[CH:19][C:18]=2[CH:17]=[C:16]([NH:23][S:24]([C:27]2[CH:32]=[CH:31][CH:30]=[CH:29][CH:28]=2)(=[O:26])=[O:25])[CH:15]=1. The yield is 0.980. No catalyst specified. The reactants are [CH3:1][N:2]([CH2:10][CH2:11][CH2:12][N:13]([CH3:33])[C:14]1[C:22]2[O:21][CH:20]=[CH:19][C:18]=2[CH:17]=[C:16]([NH:23][S:24]([C:27]2[CH:32]=[CH:31][CH:30]=[CH:29][CH:28]=2)(=[O:26])=[O:25])[CH:15]=1)C(=O)OC(C)(C)C.C(O)(C(F)(F)F)=O.C(Cl)[Cl:42]. (3) The reactants are [Cl:1][C:2]1[CH:3]=[C:4]([C@:8]2([OH:17])[O:13][CH2:12][C:11]([CH3:15])([CH3:14])[NH:10][C@H:9]2[CH3:16])[CH:5]=[CH:6][CH:7]=1. The catalyst is C(OCC)C. The product is [ClH:1].[Cl:1][C:2]1[CH:3]=[C:4]([C@:8]2([OH:17])[O:13][CH2:12][C:11]([CH3:14])([CH3:15])[NH:10][C@H:9]2[CH3:16])[CH:5]=[CH:6][CH:7]=1. The yield is 0.930. (4) The reactants are C(N(C(C)C)C(C)C)C.[Cl:10][C:11]1[C:16]([CH2:17]Cl)=[CH:15][CH:14]=[C:13]([Cl:19])[N:12]=1.[NH2:20][CH2:21][C@@H:22]([C:24]1[CH:29]=[CH:28][CH:27]=[CH:26][CH:25]=1)[OH:23]. The catalyst is CN(C=O)C. The product is [Cl:10][C:11]1[C:16]([CH2:17][NH:20][CH2:21][C@@H:22]([C:24]2[CH:29]=[CH:28][CH:27]=[CH:26][CH:25]=2)[OH:23])=[CH:15][CH:14]=[C:13]([Cl:19])[N:12]=1. The yield is 0.660. (5) The reactants are [CH3:1][CH:2]([NH2:6])[CH:3]([NH2:5])[CH3:4].CC1C(Br)=C(O)C(Br)=CC=1C1(C2C=C(Br)C(O)=C(Br)C=2C)OS(=O)(=O)C2C=CC=CC1=2.CS(O)(=O)=O.[CH:43]1[CH:48]=[CH:47][C:46]([CH2:49][O:50][C:51](Cl)=[O:52])=[CH:45][CH:44]=1. The catalyst is O.C(O)C.COCCOC.C(O[K])(C)=O. The product is [NH2:5][CH:3]([CH3:4])[CH:2]([NH:6][C:51](=[O:52])[O:50][CH2:49][C:46]1[CH:47]=[CH:48][CH:43]=[CH:44][CH:45]=1)[CH3:1]. The yield is 0.350. (6) The product is [C:4]([CH2:6][CH2:7][CH2:8][CH2:9][O:10][C:11]1[CH:16]=[N:15][C:14]([N:17]2[CH2:22][CH2:21][CH:20]([C:23]3[C:32]([CH:33]([F:44])[C:34]4[CH:35]=[CH:36][C:37]([C:40]([F:41])([F:42])[F:43])=[CH:38][CH:39]=4)=[C:31]([CH:45]4[CH2:46][CH2:47][C:48]([F:52])([F:51])[CH2:49][CH2:50]4)[C:30]4[CH:29]([OH:53])[CH2:28][C:27]([CH3:55])([CH3:54])[CH2:26][C:25]=4[N:24]=3)[CH2:19][CH2:18]2)=[N:13][CH:12]=1)([OH:5])=[O:3]. The yield is 0.640. The catalyst is C(O)C. The reactants are C([O:3][C:4]([CH2:6][CH2:7][CH2:8][CH2:9][O:10][C:11]1[CH:12]=[N:13][C:14]([N:17]2[CH2:22][CH2:21][CH:20]([C:23]3[C:32]([CH:33]([F:44])[C:34]4[CH:39]=[CH:38][C:37]([C:40]([F:43])([F:42])[F:41])=[CH:36][CH:35]=4)=[C:31]([CH:45]4[CH2:50][CH2:49][C:48]([F:52])([F:51])[CH2:47][CH2:46]4)[C:30]4[CH:29]([OH:53])[CH2:28][C:27]([CH3:55])([CH3:54])[CH2:26][C:25]=4[N:24]=3)[CH2:19][CH2:18]2)=[N:15][CH:16]=1)=[O:5])C.O1CCCC1.[OH-].[Na+].Cl. (7) The reactants are [Br:1][C:2]1[CH:3]=[C:4]2[C:8](=[CH:9][CH:10]=1)[C@@H:7]([N:11]1[C:15]3=[N:16][C:17]([CH2:21][OH:22])=[CH:18][C:19]([CH3:20])=[C:14]3[N:13]=[C:12]1[CH2:23][CH3:24])[CH2:6][CH2:5]2.[H-].[Na+].[CH3:27]I. The catalyst is C1COCC1. The product is [Br:1][C:2]1[CH:3]=[C:4]2[C:8](=[CH:9][CH:10]=1)[C@@H:7]([N:11]1[C:15]3=[N:16][C:17]([CH2:21][O:22][CH3:27])=[CH:18][C:19]([CH3:20])=[C:14]3[N:13]=[C:12]1[CH2:23][CH3:24])[CH2:6][CH2:5]2. The yield is 0.450.